Regression. Given a peptide amino acid sequence and an MHC pseudo amino acid sequence, predict their binding affinity value. This is MHC class II binding data. From a dataset of Peptide-MHC class II binding affinity with 134,281 pairs from IEDB. The MHC is HLA-DQA10501-DQB10301 with pseudo-sequence HLA-DQA10501-DQB10301. The binding affinity (normalized) is 0.433. The peptide sequence is FKSGRGCGSCFEIKC.